From a dataset of Forward reaction prediction with 1.9M reactions from USPTO patents (1976-2016). Predict the product of the given reaction. (1) The product is: [CH3:21][C:20]1[O:19][C:18]([C:22]2[CH:23]=[C:24]([CH3:28])[CH:25]=[CH:26][CH:27]=2)=[N:17][C:16]=1[CH2:15][O:14][C@H:10]1[CH2:11][CH2:12][CH2:13][C@@H:8]([O:7][CH2:6][CH2:5][CH2:4][NH2:1])[CH2:9]1. Given the reactants [N:1]([CH2:4][CH2:5][CH2:6][O:7][C@H:8]1[CH2:13][CH2:12][CH2:11][C@@H:10]([O:14][CH2:15][C:16]2[N:17]=[C:18]([C:22]3[CH:23]=[C:24]([CH3:28])[CH:25]=[CH:26][CH:27]=3)[O:19][C:20]=2[CH3:21])[CH2:9]1)=[N+]=[N-].[H][H], predict the reaction product. (2) Given the reactants Cl[C:2]1[N:11]=[CH:10][C:9]2[C:4](=[CH:5][CH:6]=[CH:7][CH:8]=2)[N:3]=1.[CH3:12][N:13]([CH3:17])[CH2:14][CH2:15][NH2:16].O1[CH2:23][CH2:22][O:21][CH2:20][CH2:19]1, predict the reaction product. The product is: [O:21]1[C:22]2[CH:23]=[CH:9][CH:4]=[CH:5][C:6]=2[CH:19]=[C:20]1[C:2]1[N:11]=[C:10]([NH:16][CH2:15][CH2:14][N:13]([CH3:17])[CH3:12])[C:9]2[C:4](=[CH:5][CH:6]=[CH:7][CH:8]=2)[N:3]=1. (3) Given the reactants [C:1]([O:5][C:6]([N:8]1[CH2:13][CH2:12][CH2:11][CH2:10][CH:9]1[CH2:14][C:15]([OH:17])=O)=[O:7])([CH3:4])([CH3:3])[CH3:2].[NH2:18][CH2:19][C:20]([C:22]1[CH:27]=[CH:26][C:25]([F:28])=[CH:24][CH:23]=1)=[O:21], predict the reaction product. The product is: [C:1]([O:5][C:6]([N:8]1[CH2:13][CH2:12][CH2:11][CH2:10][CH:9]1[CH2:14][C:15](=[O:17])[NH:18][CH2:19][C:20]([C:22]1[CH:27]=[CH:26][C:25]([F:28])=[CH:24][CH:23]=1)=[O:21])=[O:7])([CH3:2])([CH3:3])[CH3:4]. (4) Given the reactants [C:1]1(B(O)O)[CH:6]=[CH:5][CH:4]=[CH:3][CH:2]=1.P([O-])([O-])([O-])=O.[K+].[K+].[K+].[CH2:18]([O:25][C:26]1[CH:27]=[C:28]([CH:33]=[C:34](OS(C(F)(F)F)(=O)=O)[CH:35]=1)[C:29]([O:31][CH3:32])=[O:30])[C:19]1[CH:24]=[CH:23][CH:22]=[CH:21][CH:20]=1, predict the reaction product. The product is: [CH2:18]([O:25][C:26]1[CH:27]=[C:28]([C:29]([O:31][CH3:32])=[O:30])[CH:33]=[C:34]([C:1]2[CH:6]=[CH:5][CH:4]=[CH:3][CH:2]=2)[CH:35]=1)[C:19]1[CH:24]=[CH:23][CH:22]=[CH:21][CH:20]=1. (5) Given the reactants C(O[C:6]([C:8]1[N:9]=[C:10]([C:29]#[N:30])[C:11]2[C:16]([C:17]=1[OH:18])=[CH:15][C:14]([O:19][C:20]1[CH:21]=[CH:22][C:23]3[O:27][CH2:26][CH2:25][C:24]=3[CH:28]=1)=[CH:13][CH:12]=2)=[O:7])CCC.[NH2:31][CH2:32][C:33]([OH:35])=[O:34], predict the reaction product. The product is: [C:29]([C:10]1[C:11]2[C:16](=[CH:15][C:14]([O:19][C:20]3[CH:21]=[CH:22][C:23]4[O:27][CH2:26][CH2:25][C:24]=4[CH:28]=3)=[CH:13][CH:12]=2)[C:17]([OH:18])=[C:8]([C:6]([NH:31][CH2:32][C:33]([OH:35])=[O:34])=[O:7])[N:9]=1)#[N:30]. (6) Given the reactants O=[C:2]1[C:7]([C:14]2[CH:19]=[CH:18][CH:17]=[CH:16][CH:15]=2)(C2C=CC=CC=2)CCC[N:3]1[CH2:20]C(O)=O.F[C:25]1[CH:30]=[CH:29][C:28]([C:31]2([C:42]3[CH:47]=[CH:46][C:45](F)=[CH:44][CH:43]=3)[CH2:36][CH2:35][CH2:34][N:33]([CH2:37][C:38](O)=[O:39])[C:32]2=[O:41])=[CH:27][CH:26]=1.C1C2C(=CC=CC=2)CCN1.C1(C2(C3C=CC=CC=3)CCNC2)C=CC=CC=1, predict the reaction product. The product is: [CH2:20]1[C:15]2[C:14](=[CH:19][CH:18]=[CH:17][CH:16]=2)[CH2:7][CH2:2][N:3]1[C:38](=[O:39])[CH2:37][N:33]1[CH2:34][CH2:35][CH2:36][C:31]([C:28]2[CH:29]=[CH:30][CH:25]=[CH:26][CH:27]=2)([C:42]2[CH:47]=[CH:46][CH:45]=[CH:44][CH:43]=2)[C:32]1=[O:41].